Task: Regression/Classification. Given a drug SMILES string, predict its toxicity properties. Task type varies by dataset: regression for continuous values (e.g., LD50, hERG inhibition percentage) or binary classification for toxic/non-toxic outcomes (e.g., AMES mutagenicity, cardiotoxicity, hepatotoxicity). Dataset: ld50_zhu.. Dataset: Acute oral toxicity (LD50) regression data from Zhu et al. (1) The drug is CC(C)N1CCCC1=O. The rat oral LD50 is 1.64, given as -log10 of the dose in mol/kg body weight (higher means more acutely toxic). (2) The molecule is CC(C)=CC(=O)O. The rat oral LD50 is 1.45, given as -log10 of the dose in mol/kg body weight (higher means more acutely toxic). (3) The drug is O=C(Cl)c1cccc(S(=O)(=O)Cl)c1. The rat oral LD50 is 2.13, given as -log10 of the dose in mol/kg body weight (higher means more acutely toxic). (4) The molecule is CCCCSCCCC. The rat oral LD50 is 1.82, given as -log10 of the dose in mol/kg body weight (higher means more acutely toxic). (5) The molecule is NS(=O)(=O)c1ccccc1. The rat oral LD50 is 2.20, given as -log10 of the dose in mol/kg body weight (higher means more acutely toxic). (6) The drug is CCc1cc2c(s1)N(C)C(=O)CN=C2c1ccccc1Cl. The rat oral LD50 is 2.34, given as -log10 of the dose in mol/kg body weight (higher means more acutely toxic). (7) The molecule is O=C=NCC1CCC(CN=C=O)CC1. The rat oral LD50 is 2.08, given as -log10 of the dose in mol/kg body weight (higher means more acutely toxic). (8) The drug is COc1ccc2c(c1)N(CC(C)CN(C)C)c1ccccc1S2. The rat oral LD50 is 2.48, given as -log10 of the dose in mol/kg body weight (higher means more acutely toxic).